From a dataset of Full USPTO retrosynthesis dataset with 1.9M reactions from patents (1976-2016). Predict the reactants needed to synthesize the given product. (1) Given the product [CH2:1]([C@H:8]1[CH2:13][NH:12][CH2:11][CH2:10][N:9]1[C:21]1[CH:26]=[CH:25][C:24]([C:27]([OH:33])([CH3:32])[C:28]([F:31])([F:30])[F:29])=[CH:23][CH:22]=1)[C:2]1[CH:7]=[CH:6][CH:5]=[CH:4][CH:3]=1, predict the reactants needed to synthesize it. The reactants are: [CH2:1]([C@H:8]1[CH2:13][N:12](CC2C=CC=CC=2)[CH2:11][CH2:10][N:9]1[C:21]1[CH:26]=[CH:25][C:24]([C:27]([OH:33])([CH3:32])[C:28]([F:31])([F:30])[F:29])=[CH:23][CH:22]=1)[C:2]1[CH:7]=[CH:6][CH:5]=[CH:4][CH:3]=1. (2) Given the product [Cl:18][C:19]1[N:24]=[N:23][C:22]([C:25]([N:13]2[CH2:12][CH2:11][CH:10]([C:5]3[CH:6]=[CH:7][CH:8]=[CH:9][C:4]=3[C:3]([F:2])([F:16])[F:17])[CH2:15][CH2:14]2)=[O:26])=[CH:21][CH:20]=1, predict the reactants needed to synthesize it. The reactants are: Cl.[F:2][C:3]([F:17])([F:16])[C:4]1[CH:9]=[CH:8][CH:7]=[CH:6][C:5]=1[CH:10]1[CH2:15][CH2:14][NH:13][CH2:12][CH2:11]1.[Cl:18][C:19]1[N:24]=[N:23][C:22]([C:25](O)=[O:26])=[CH:21][CH:20]=1. (3) The reactants are: O.[OH-].[Li+].[CH3:4][N:5]1[CH:9]=[C:8]([C:10]2[N:15]=[C:14]([C:16]3[CH:17]=[N:18][N:19]([CH:21]([CH2:27][C:28]([O:30]C)=[O:29])[CH2:22][C:23]([O:25]C)=[O:24])[CH:20]=3)[N:13]3[CH:32]=[CH:33][N:34]=[C:12]3[CH:11]=2)[CH:7]=[N:6]1. Given the product [CH3:4][N:5]1[CH:9]=[C:8]([C:10]2[N:15]=[C:14]([C:16]3[CH:17]=[N:18][N:19]([CH:21]([CH2:27][C:28]([OH:30])=[O:29])[CH2:22][C:23]([OH:25])=[O:24])[CH:20]=3)[N:13]3[CH:32]=[CH:33][N:34]=[C:12]3[CH:11]=2)[CH:7]=[N:6]1, predict the reactants needed to synthesize it. (4) The reactants are: [I:1][C:2]1[CH:3]=[C:4]2[C:8](=[CH:9][CH:10]=1)[NH:7][C:6](=[O:11])[C:5]2=O.[NH:13]([C:15]([C:17]1[CH:22]=[CH:21][C:20]([NH:23][C:24](=[O:30])[CH2:25][CH2:26][CH2:27][CH2:28][CH3:29])=[CH:19][CH:18]=1)=[O:16])[NH2:14]. Given the product [I:1][C:2]1[CH:3]=[C:4]2[C:8](=[CH:9][CH:10]=1)[NH:7][C:6](=[O:11])[C:5]2=[N:14][NH:13][C:15]([C:17]1[CH:22]=[CH:21][C:20]([NH:23][C:24](=[O:30])[CH2:25][CH2:26][CH2:27][CH2:28][CH3:29])=[CH:19][CH:18]=1)=[O:16], predict the reactants needed to synthesize it. (5) Given the product [F:1][C:2]1[C:11]2[C:6](=[CH:7][CH:8]=[CH:9][CH:10]=2)[C:5]([C:12]23[CH2:17][CH:16]2[CH2:15][N:14]([CH3:20])[CH2:13]3)=[CH:4][CH:3]=1, predict the reactants needed to synthesize it. The reactants are: [F:1][C:2]1[C:11]2[C:6](=[CH:7][CH:8]=[CH:9][CH:10]=2)[C:5]([C:12]23[CH2:17][CH:16]2[CH2:15][NH:14][CH2:13]3)=[CH:4][CH:3]=1.C=O.[C:20](O[BH-](OC(=O)C)OC(=O)C)(=O)C.[Na+].[OH-].[Na+]. (6) Given the product [CH:34]1([CH2:40][C:41]([N:29]2[CH2:28][CH2:27][CH:26]([N:23]3[C:19]4=[N:20][CH:21]=[N:22][C:17]([O:16][C:15]5[CH:14]=[CH:13][C:12]([S:9]([CH3:8])(=[O:11])=[O:10])=[CH:33][CH:32]=5)=[C:18]4[CH:25]=[N:24]3)[CH2:31][CH2:30]2)=[O:42])[CH2:39][CH2:38][CH2:37][CH2:36][CH2:35]1, predict the reactants needed to synthesize it. The reactants are: FC(F)(F)C(O)=O.[CH3:8][S:9]([C:12]1[CH:33]=[CH:32][C:15]([O:16][C:17]2[N:22]=[CH:21][N:20]=[C:19]3[N:23]([CH:26]4[CH2:31][CH2:30][NH:29][CH2:28][CH2:27]4)[N:24]=[CH:25][C:18]=23)=[CH:14][CH:13]=1)(=[O:11])=[O:10].[CH:34]1([CH2:40][C:41](Cl)=[O:42])[CH2:39][CH2:38][CH2:37][CH2:36][CH2:35]1. (7) Given the product [Cl:1][C:2]1[C:7]([C:8]([NH2:10])=[O:9])=[C:6]([OH:11])[C:5]([NH:12][C:13]2[C:16](=[O:17])[C:15](=[O:18])[C:14]=2[NH:23][C:22]2[CH:24]=[CH:25][CH:26]=[CH:27][C:21]=2[Cl:20])=[CH:4][CH:3]=1, predict the reactants needed to synthesize it. The reactants are: [Cl:1][C:2]1[C:7]([C:8]([NH2:10])=[O:9])=[C:6]([OH:11])[C:5]([NH:12][C:13]2[C:16](=[O:17])[C:15](=[O:18])[C:14]=2Cl)=[CH:4][CH:3]=1.[Cl:20][C:21]1[CH:27]=[CH:26][CH:25]=[CH:24][C:22]=1[NH2:23]. (8) Given the product [C:1]([C:4]1[N:9]=[C:8]([CH:10]2[CH2:15][CH2:14][N:13]([C:16]([O:18][C:19]([CH3:21])([CH3:20])[CH3:22])=[O:17])[CH2:12][CH2:11]2)[C:7]([F:23])=[CH:6][CH:5]=1)(=[O:3])[NH2:2], predict the reactants needed to synthesize it. The reactants are: [C:1]([C:4]1[N:9]=[C:8]([C:10]2[CH2:15][CH2:14][N:13]([C:16]([O:18][C:19]([CH3:22])([CH3:21])[CH3:20])=[O:17])[CH2:12][CH:11]=2)[C:7]([F:23])=[CH:6][CH:5]=1)(=[O:3])[NH2:2]. (9) Given the product [F:8][C:9]1[CH:25]=[C:24]([C:26]([F:28])([F:29])[F:27])[CH:23]=[C:22]([C:30]([F:33])([F:31])[F:32])[C:10]=1[C:11]([NH:13][C:14]1[CH:19]=[CH:18][NH:17][C:16](=[O:20])[CH:15]=1)=[O:12], predict the reactants needed to synthesize it. The reactants are: [I-].[Na+].C[Si](Cl)(C)C.[F:8][C:9]1[CH:25]=[C:24]([C:26]([F:29])([F:28])[F:27])[CH:23]=[C:22]([C:30]([F:33])([F:32])[F:31])[C:10]=1[C:11]([NH:13][C:14]1[CH:19]=[CH:18][N:17]=[C:16]([O:20]C)[CH:15]=1)=[O:12]. (10) Given the product [C:34]([O:33][C:31]([N:14]([C:10]1[CH:11]=[C:12]([CH3:13])[N:8]([C:6]([O:5][C:1]([CH3:4])([CH3:2])[CH3:3])=[O:7])[N:9]=1)[C:15]1[C:24]2[C:19](=[CH:20][C:21]([C:25]([OH:39])=[O:26])=[CH:22][CH:23]=2)[C:18](=[O:27])[N:17]([CH:28]([CH3:29])[CH3:30])[N:16]=1)=[O:32])([CH3:35])([CH3:37])[CH3:36], predict the reactants needed to synthesize it. The reactants are: [C:1]([O:5][C:6]([N:8]1[C:12]([CH3:13])=[CH:11][C:10]([N:14]([C:31]([O:33][C:34]([CH3:37])([CH3:36])[CH3:35])=[O:32])[C:15]2[C:24]3[C:19](=[CH:20][C:21]([CH2:25][OH:26])=[CH:22][CH:23]=3)[C:18](=[O:27])[N:17]([CH:28]([CH3:30])[CH3:29])[N:16]=2)=[N:9]1)=[O:7])([CH3:4])([CH3:3])[CH3:2].I(C1C=CC=CC=1C(O)=O)(=O)=[O:39].S(=O)(=O)(O)N.Cl([O-])=O.[Na+].